Binary Classification. Given a miRNA mature sequence and a target amino acid sequence, predict their likelihood of interaction. From a dataset of Experimentally validated miRNA-target interactions with 360,000+ pairs, plus equal number of negative samples. (1) The miRNA is hsa-miR-409-5p with sequence AGGUUACCCGAGCAACUUUGCAU. The protein sequence of the target gene is MAENLKGCSVCCKSSWNQLQDLCRLAKLSCPALGISKRNLYDFEVEYLCDYKKIREQEYYLVKWRGYPDSESTWEPRQNLKCVRILKQFHKDLERELLRRHHRSKTPRHLDPSLANYLVQKAKQRRALRRWEQELNAKRSHLGRITVENEVDLDGPPRAFVYINEYRVGEGITLNQVAVGCECQDCLWAPTGGCCPGASLHKFAYNDQGQVRLRAGLPIYECNSRCRCGYDCPNRVVQKGIRYDLCIFRTDDGRGWGVRTLEKIRKNSFVMEYVGEIITSEEAERRGQIYDRQGATYLFD.... Result: 0 (no interaction). (2) Result: 0 (no interaction). The protein sequence of the target gene is MSTNENANLPAARLNRFKNKGKDSTEMRRRRIEVNVELRKAKKDEQMLKRRNVSSFPDDATSPLQENRNNQGTVNWSVEDIVKGINSNNLESQLQATQAARKLLSREKQPPIDNIIRAGLIPKFVSFLGKTDCSPIQFESAWALTNIASGTSEQTKAVVDGGAIPAFISLLASPHAHISEQAVWALGNIAGDGSAFRDLVIKHGAIDPLLALLAVPDLSTLACGYLRNLTWTLSNLCRNKNPAPPLDAVEQILPTLVRLLHHNDPEVLADSCWAISYLTDGPNERIEMVVKKGVVPQLVK.... The miRNA is cel-lin-4-5p with sequence UCCCUGAGACCUCAAGUGUGA. (3) Result: 0 (no interaction). The miRNA is hsa-miR-193a-5p with sequence UGGGUCUUUGCGGGCGAGAUGA. The protein sequence of the target gene is MSYAEKPDEITKDEWMEKLNNLHVQRADMNRLIMNYLVTEGFKEAAEKFRMESGIEPSVDLETLDERIKIREMILKGQIQEAIALINSLHPELLDTNRYLYFHLQQQHLIELIRQRETEAALEFAQTQLAEQGEESRECLTEMERTLALLAFDSPEESPFGDLLHMMQRQKVWSEVNQAVLDYENRESTPKLAKLLKLLLWAQNELDQKKVKYPKMTDLSKGVIEEPK. (4) The protein sequence of the target gene is MRVRIGLTLLLCAVLLSLASASSDEEGSQDESLDSKTTLTSDESVKDHTTAGRVVAGQIFLDSEESELESSIQEEEDSLKSQEGESVTEDISFLESPNPENKDYEEPKKVRKPALTAIEGTAHGEPCHFPFLFLDKEYDECTSDGREDGRLWCATTYDYKADEKWGFCETEEEAAKRRQMQEAEMMYQTGMKILNGSNKKSQKREAYRYLQKAASMNHTKALERVSYALLFGDYLPQNIQAAREMFEKLTEEGSPKGQTALGFLYASGLGVNSSQAKALVYYTFGALGGNLIAHMVLGYR.... The miRNA is hsa-miR-548d-3p with sequence CAAAAACCACAGUUUCUUUUGC. Result: 1 (interaction). (5) The miRNA is mmu-miR-7025-5p with sequence CGUGAGCUGAAGCUGGUGGCUCCC. The protein sequence of the target gene is MIPPQEASARRREIEDKLKQEEETLSFIRDSLEKSDQLTRNMVSILSSFESRLMKLENSIIPVHKQTENLQRLQENVEKTLSCLDHVISYYHVASDTEKIIREGPTGRLEEYLGSMAKIQKAVEYFQDNSPDSPELNKVKLLFERGKESLESEFRSLMTRHSKVVSPVLLLDLISADDELEVQEDVVLEHLPESVLRDVVRISRWLVEYGRNQDFMNVYYQIRSSQLDRSIKGLKEHFRKSSSSSGVPYSPAIPNKRKDTPTKKPIKRPGTIRKAQNLLKQYSQHGLDGKKGGSNLIPLE.... Result: 0 (no interaction).